The task is: Predict which catalyst facilitates the given reaction.. This data is from Catalyst prediction with 721,799 reactions and 888 catalyst types from USPTO. (1) Reactant: [F:1][C:2]1[CH:3]=[CH:4][C:5]([CH3:25])=[C:6]([C:8]2[N+:9]([O-])=[CH:10][C:11]3[C:16]([CH:17]=2)=[CH:15][N:14]=[C:13]([NH:18][C:19]([CH:21]2[CH2:23][CH2:22]2)=[O:20])[CH:12]=3)[CH:7]=1.[CH:26]([N:29](CC)C(C)C)(C)C.C[Si](C#N)(C)C. Product: [C:26]([C:10]1[N:9]=[C:8]([C:6]2[CH:7]=[C:2]([F:1])[CH:3]=[CH:4][C:5]=2[CH3:25])[CH:17]=[C:16]2[C:11]=1[CH:12]=[C:13]([NH:18][C:19]([CH:21]1[CH2:23][CH2:22]1)=[O:20])[N:14]=[CH:15]2)#[N:29]. The catalyst class is: 115. (2) Reactant: C([Li])CCC.CCCCCC.C(NC(C)C)(C)C.[C:19]([CH:21]1[CH2:26][CH2:25][N:24]([C:27]([O:29][C:30]([CH3:33])([CH3:32])[CH3:31])=[O:28])[CH2:23][CH2:22]1)#[N:20].[F:34][C:35]1[CH:42]=[CH:41][C:38]([CH2:39]Br)=[CH:37][CH:36]=1. Product: [C:30]([O:29][C:27]([N:24]1[CH2:25][CH2:26][C:21]([C:19]#[N:20])([CH2:39][C:38]2[CH:41]=[CH:42][C:35]([F:34])=[CH:36][CH:37]=2)[CH2:22][CH2:23]1)=[O:28])([CH3:33])([CH3:32])[CH3:31]. The catalyst class is: 1. (3) Reactant: [O:1]1[CH2:6][CH2:5][N:4]([C:7]2[CH:14]=[CH:13][C:10]([C:11]#[N:12])=[CH:9][C:8]=2[O:15][CH3:16])[C:3]2[CH:17]=[CH:18][CH:19]=[CH:20][C:2]1=2.[Cl:21][S:22](O)(=[O:24])=[O:23]. Product: [C:11]([C:10]1[CH:13]=[CH:14][C:7]([N:4]2[CH2:5][CH2:6][O:1][C:2]3[CH:20]=[C:19]([S:22]([Cl:21])(=[O:24])=[O:23])[CH:18]=[CH:17][C:3]2=3)=[C:8]([O:15][CH3:16])[CH:9]=1)#[N:12]. The catalyst class is: 2. (4) Reactant: [OH:1][C:2]1[CH:3]=[C:4]([CH:11]=[CH:12][CH:13]=1)[C:5]([N:7]([O:9][CH3:10])[CH3:8])=[O:6].[CH:14]1[C:19]([CH2:20]O)=[CH:18][CH:17]=[C:16]([Cl:22])[CH:15]=1.C(P(CCCC)CCCC)CCC. Product: [Cl:22][C:16]1[CH:17]=[CH:18][C:19]([CH2:20][O:1][C:2]2[CH:3]=[C:4]([CH:11]=[CH:12][CH:13]=2)[C:5]([N:7]([O:9][CH3:10])[CH3:8])=[O:6])=[CH:14][CH:15]=1. The catalyst class is: 7. (5) Reactant: ClC1C(OC2CCC(=O)CC2)=CC(F)=C(C=1)C(O)=O.[CH:20]1([C:23]2[C:24]([O:33][CH:34]3[CH2:41][CH2:40][C:37]4([CH2:39][CH2:38]4)[CH2:36][CH2:35]3)=[CH:25][C:26]([F:32])=[C:27]([CH:31]=2)[C:28](O)=[O:29])[CH2:22][CH2:21]1.[CH3:42][S:43]([NH2:46])(=[O:45])=[O:44]. Product: [CH:20]1([C:23]2[C:24]([O:33][CH:34]3[CH2:41][CH2:40][C:37]4([CH2:39][CH2:38]4)[CH2:36][CH2:35]3)=[CH:25][C:26]([F:32])=[C:27]([CH:31]=2)[C:28]([NH:46][S:43]([CH3:42])(=[O:45])=[O:44])=[O:29])[CH2:22][CH2:21]1. The catalyst class is: 5.